This data is from NCI-60 drug combinations with 297,098 pairs across 59 cell lines. The task is: Regression. Given two drug SMILES strings and cell line genomic features, predict the synergy score measuring deviation from expected non-interaction effect. (1) Drug 1: CC1=CC2C(CCC3(C2CCC3(C(=O)C)OC(=O)C)C)C4(C1=CC(=O)CC4)C. Drug 2: CCN(CC)CCCC(C)NC1=C2C=C(C=CC2=NC3=C1C=CC(=C3)Cl)OC. Cell line: K-562. Synergy scores: CSS=56.5, Synergy_ZIP=5.90, Synergy_Bliss=7.38, Synergy_Loewe=-21.8, Synergy_HSA=6.86. (2) Drug 1: C1=CC(=CC=C1CCCC(=O)O)N(CCCl)CCCl. Drug 2: CC1CCCC2(C(O2)CC(NC(=O)CC(C(C(=O)C(C1O)C)(C)C)O)C(=CC3=CSC(=N3)C)C)C. Cell line: SW-620. Synergy scores: CSS=11.6, Synergy_ZIP=-7.49, Synergy_Bliss=-5.60, Synergy_Loewe=-6.17, Synergy_HSA=-6.15. (3) Drug 1: CCC1(CC2CC(C3=C(CCN(C2)C1)C4=CC=CC=C4N3)(C5=C(C=C6C(=C5)C78CCN9C7C(C=CC9)(C(C(C8N6C)(C(=O)OC)O)OC(=O)C)CC)OC)C(=O)OC)O.OS(=O)(=O)O. Drug 2: C1CC(=O)NC(=O)C1N2C(=O)C3=CC=CC=C3C2=O. Cell line: NCIH23. Synergy scores: CSS=2.67, Synergy_ZIP=1.64, Synergy_Bliss=5.42, Synergy_Loewe=-0.539, Synergy_HSA=2.02. (4) Drug 1: CC1C(C(CC(O1)OC2CC(CC3=C2C(=C4C(=C3O)C(=O)C5=C(C4=O)C(=CC=C5)OC)O)(C(=O)C)O)N)O.Cl. Drug 2: CN1C(=O)N2C=NC(=C2N=N1)C(=O)N. Cell line: HL-60(TB). Synergy scores: CSS=27.8, Synergy_ZIP=5.28, Synergy_Bliss=7.28, Synergy_Loewe=-56.7, Synergy_HSA=2.90.